This data is from Full USPTO retrosynthesis dataset with 1.9M reactions from patents (1976-2016). The task is: Predict the reactants needed to synthesize the given product. Given the product [ClH:38].[CH2:1]([O:8][C:9]1[CH:14]=[CH:13][N:12]([C:15]2[CH:16]=[CH:17][C:18]3[C:22]4[CH2:23][NH:24][CH2:25][CH2:26][CH2:27][C:21]=4[N:20]([CH3:35])[C:19]=3[N:36]=2)[C:11](=[O:37])[CH:10]=1)[C:2]1[CH:7]=[CH:6][CH:5]=[CH:4][CH:3]=1, predict the reactants needed to synthesize it. The reactants are: [CH2:1]([O:8][C:9]1[CH:14]=[CH:13][N:12]([C:15]2[CH:16]=[CH:17][C:18]3[C:22]4[CH2:23][N:24](C(OC(C)(C)C)=O)[CH2:25][CH2:26][CH2:27][C:21]=4[N:20]([CH3:35])[C:19]=3[N:36]=2)[C:11](=[O:37])[CH:10]=1)[C:2]1[CH:7]=[CH:6][CH:5]=[CH:4][CH:3]=1.[ClH:38].